Dataset: Catalyst prediction with 721,799 reactions and 888 catalyst types from USPTO. Task: Predict which catalyst facilitates the given reaction. (1) Reactant: C[O:2][C:3]1[C:8]([CH3:9])=[CH:7][C:6]([C:10]2[O:11][C:12]3[N:13]=[C:14]([S:23][CH3:24])[N:15]=[C:16]([O:19][CH2:20][CH2:21][CH3:22])[C:17]=3[N:18]=2)=[CH:5][C:4]=1[CH3:25].B(Br)(Br)Br. Product: [CH3:9][C:8]1[CH:7]=[C:6]([C:10]2[O:11][C:12]3[N:13]=[C:14]([S:23][CH3:24])[N:15]=[C:16]([O:19][CH2:20][CH2:21][CH3:22])[C:17]=3[N:18]=2)[CH:5]=[C:4]([CH3:25])[C:3]=1[OH:2]. The catalyst class is: 4. (2) Reactant: [OH:1][C@H:2]1[CH2:19][CH2:18][C@@:17]2([CH3:20])[C:4](=[CH:5][CH2:6][C@@H:7]3[C@@H:16]2[CH2:15][CH2:14][C@@:12]2([CH3:13])[C@H:8]3[CH2:9][CH:10]=[C:11]2[N:21]2[CH:25]=[N:24][CH:23]=[N:22]2)[CH2:3]1.O.NN.C(O)(=O)C. Product: [OH:1][C@H:2]1[CH2:19][CH2:18][C@@:17]2([CH3:20])[C:4](=[CH:5][CH2:6][C@@H:7]3[C@@H:16]2[CH2:15][CH2:14][C@@:12]2([CH3:13])[C@H:8]3[CH2:9][CH2:10][C@@H:11]2[N:21]2[CH:25]=[N:24][CH:23]=[N:22]2)[CH2:3]1. The catalyst class is: 14. (3) Reactant: [CH2:1]([O:8][C:9]1[C:14]([CH3:15])=[CH:13][C:12]([C:16]2[NH:25][C:24](=[O:26])[C:23]3[C:18](=[CH:19][C:20](F)=[CH:21][C:22]=3[O:27][CH2:28][CH2:29][O:30][CH3:31])[N:17]=2)=[CH:11][C:10]=1[CH3:33])[C:2]1[CH:7]=[CH:6][CH:5]=[CH:4][CH:3]=1.[CH3:34][O-:35].[Na+].CO.O. Product: [CH2:1]([O:8][C:9]1[C:14]([CH3:15])=[CH:13][C:12]([C:16]2[NH:25][C:24](=[O:26])[C:23]3[C:18](=[CH:19][C:20]([O:35][CH3:34])=[CH:21][C:22]=3[O:27][CH2:28][CH2:29][O:30][CH3:31])[N:17]=2)=[CH:11][C:10]=1[CH3:33])[C:2]1[CH:7]=[CH:6][CH:5]=[CH:4][CH:3]=1. The catalyst class is: 640. (4) Reactant: [CH3:1][C:2](OC(C)=O)=[O:3].[NH2:8][C@@H:9]([CH2:14][C:15]1[CH:20]=[CH:19][C:18]([NH:21][C:22]2[CH:27]=[C:26]([C:28]3[CH:33]=[CH:32][CH:31]=[CH:30][CH:29]=3)[N:25]=[CH:24][N:23]=2)=[CH:17][CH:16]=1)[C@H:10]([OH:13])[CH2:11][Cl:12]. The catalyst class is: 17. Product: [Cl:12][CH2:11][C@@H:10]([OH:13])[C@@H:9]([NH:8][C:2](=[O:3])[CH3:1])[CH2:14][C:15]1[CH:16]=[CH:17][C:18]([NH:21][C:22]2[CH:27]=[C:26]([C:28]3[CH:33]=[CH:32][CH:31]=[CH:30][CH:29]=3)[N:25]=[CH:24][N:23]=2)=[CH:19][CH:20]=1. (5) The catalyst class is: 19. Product: [O:1]1[CH2:6][CH2:5][CH:4]([C:7]2[C:8]([O:13][CH:14]3[CH2:19][CH2:18][N:17]([C:20]([O:22][C:23]([CH3:26])([CH3:25])[CH3:24])=[O:21])[CH2:16][CH2:15]3)=[N:9][CH:10]=[CH:11][CH:12]=2)[CH2:3][CH2:2]1. Reactant: [O:1]1[CH2:6][CH:5]=[C:4]([C:7]2[C:8]([O:13][CH:14]3[CH2:19][CH2:18][N:17]([C:20]([O:22][C:23]([CH3:26])([CH3:25])[CH3:24])=[O:21])[CH2:16][CH2:15]3)=[N:9][CH:10]=[CH:11][CH:12]=2)[CH2:3][CH2:2]1. (6) Reactant: [CH3:1]C([O-])(C)C.[K+].[CH2:7]([O:14][C:15]1[CH:16]=[CH:17][C:18]([CH:33]=[CH2:34])=[C:19]([CH:32]=1)[O:20][CH2:21][C:22]([C:24]1[CH:29]=[CH:28][C:27]([O:30][CH3:31])=[CH:26][CH:25]=1)=O)[C:8]1[CH:13]=[CH:12][CH:11]=[CH:10][CH:9]=1. Product: [CH2:7]([O:14][C:15]1[CH:16]=[CH:17][C:18]([CH:33]=[CH2:34])=[C:19]([O:20][CH2:21][C:22]([C:24]2[CH:29]=[CH:28][C:27]([O:30][CH3:31])=[CH:26][CH:25]=2)=[CH2:1])[CH:32]=1)[C:8]1[CH:13]=[CH:12][CH:11]=[CH:10][CH:9]=1. The catalyst class is: 1.